From a dataset of Peptide-MHC class II binding affinity with 134,281 pairs from IEDB. Regression. Given a peptide amino acid sequence and an MHC pseudo amino acid sequence, predict their binding affinity value. This is MHC class II binding data. (1) The peptide sequence is EIGAVALDYPSGTSG. The MHC is DRB1_1101 with pseudo-sequence DRB1_1101. The binding affinity (normalized) is 0. (2) The peptide sequence is YNNNEAFKVENGSAA. The MHC is DRB5_0101 with pseudo-sequence DRB5_0101. The binding affinity (normalized) is 0.201. (3) The peptide sequence is GLKTRQEKWMTGRMG. The MHC is DRB1_0404 with pseudo-sequence DRB1_0404. The binding affinity (normalized) is 0.207. (4) The peptide sequence is KFGVAKKANVYAVKV. The MHC is HLA-DPA10301-DPB10402 with pseudo-sequence HLA-DPA10301-DPB10402. The binding affinity (normalized) is 0.221.